This data is from Full USPTO retrosynthesis dataset with 1.9M reactions from patents (1976-2016). The task is: Predict the reactants needed to synthesize the given product. Given the product [F:1][C:2]1[CH:7]=[C:6]([N+:8]([O-:10])=[O:9])[CH:5]=[C:4]([F:11])[C:3]=1[CH:12]([CH3:16])[C:13]([O:15][CH3:17])=[O:14], predict the reactants needed to synthesize it. The reactants are: [F:1][C:2]1[CH:7]=[C:6]([N+:8]([O-:10])=[O:9])[CH:5]=[C:4]([F:11])[C:3]=1[CH:12]([CH3:16])[C:13]([OH:15])=[O:14].[CH3:17]O.